Dataset: Reaction yield outcomes from USPTO patents with 853,638 reactions. Task: Predict the reaction yield, written as a fraction of the theoretical maximum amount of product (1.0 means a 100% yield; for example, 0.34 means a 34% yield). (1) The reactants are [NH2:1][C@@H:2]([C:5]([OH:7])=[O:6])[CH2:3][OH:4].[CH:8](=O)[C:9]1[CH:14]=[CH:13][CH:12]=[CH:11][CH:10]=1.[BH4-].[Na+]. The catalyst is [OH-].[Na+]. The product is [CH2:8]([NH:1][C@@H:2]([C:5]([OH:7])=[O:6])[CH2:3][OH:4])[C:9]1[CH:14]=[CH:13][CH:12]=[CH:11][CH:10]=1. The yield is 0.880. (2) The reactants are [O:1]1[C:9]2[CH2:8][CH2:7][NH:6][CH2:5][C:4]=2[N:3]=[C:2]1[C:10]1[CH:11]=[C:12]([CH:15]=[CH:16][CH:17]=1)[C:13]#[N:14].C(C1C=C(C=CC=1)C(O)=O)#N.CCN(C(C)C)C(C)C.Cl[C:39]1[N:46]=[CH:45][CH:44]=[CH:43][C:40]=1[C:41]#[N:42]. The catalyst is CN(C=O)C. The product is [C:13]([C:12]1[CH:11]=[C:10]([C:2]2[O:1][C:9]3[CH2:8][CH2:7][N:6]([C:39]4[N:46]=[CH:45][CH:44]=[CH:43][C:40]=4[C:41]#[N:42])[CH2:5][C:4]=3[N:3]=2)[CH:17]=[CH:16][CH:15]=1)#[N:14]. The yield is 0.0500. (3) The reactants are [N+:1]([C:4]1[CH:5]=[C:6]([NH:10][C:11](=[O:17])[O:12][C:13]([CH3:16])([CH3:15])[CH3:14])[CH:7]=[CH:8][CH:9]=1)([O-])=O. The catalyst is CO.[Pd]. The product is [NH2:1][C:4]1[CH:5]=[C:6]([NH:10][C:11](=[O:17])[O:12][C:13]([CH3:15])([CH3:14])[CH3:16])[CH:7]=[CH:8][CH:9]=1. The yield is 0.810.